This data is from Full USPTO retrosynthesis dataset with 1.9M reactions from patents (1976-2016). The task is: Predict the reactants needed to synthesize the given product. (1) Given the product [N:2](=[C:16]([O:18][CH2:19][CH3:20])[C:15](=[N:2][NH:3][C:4]([NH2:6])=[S:5])[CH2:7][C:8]1[CH:13]=[CH:12][CH:11]=[CH:10][CH:9]=1)[NH:3][C:4]([NH2:6])=[S:5], predict the reactants needed to synthesize it. The reactants are: Cl.[NH2:2][NH:3][C:4]([NH2:6])=[S:5].[C:7]([CH2:15][C:16]([O:18][CH2:19][CH3:20])=O)(=O)[C:8]1[CH:13]=[CH:12][CH:11]=[CH:10][CH:9]=1.Cl. (2) Given the product [CH3:37][C:35]([C:38]1[S:39][C:40]([C:51]2[CH:56]=[CH:55][N:54]=[CH:53][N:52]=2)=[C:41]([C:43]2[C:44]([F:50])=[C:45]([NH:46][S:64]([C:60]3[CH:61]=[CH:62][CH:63]=[C:58]([F:57])[CH:59]=3)(=[O:66])=[O:65])[CH:47]=[CH:48][CH:49]=2)[N:42]=1)([CH3:34])[CH3:36], predict the reactants needed to synthesize it. The reactants are: ClC1N=C(C2SC(C(C)C)=NC=2C2C=C(NS(C3C(F)=CC=CC=3F)(=O)=O)C=CC=2)C=CN=1.[CH3:34][C:35]([C:38]1[S:39][C:40]([C:51]2[CH:56]=[CH:55][N:54]=[CH:53][N:52]=2)=[C:41]([C:43]2[C:44]([F:50])=[C:45]([CH:47]=[CH:48][CH:49]=2)[NH2:46])[N:42]=1)([CH3:37])[CH3:36].[F:57][C:58]1[CH:59]=[C:60]([S:64](Cl)(=[O:66])=[O:65])[CH:61]=[CH:62][CH:63]=1.